This data is from Forward reaction prediction with 1.9M reactions from USPTO patents (1976-2016). The task is: Predict the product of the given reaction. (1) Given the reactants C[O:2][C:3](=[O:34])[C@@H:4]([NH:14][C:15]([C:17]1[S:18][C:19]([C:23](=[O:33])[NH:24][CH2:25][C:26]2[CH:31]=[CH:30][CH:29]=[C:28]([OH:32])[CH:27]=2)=[CH:20][C:21]=1[Br:22])=[O:16])[CH2:5][NH:6][C:7]([C:9]1[S:10][CH:11]=[CH:12][CH:13]=1)=[O:8].O.[OH-].[Li+].Cl, predict the reaction product. The product is: [Br:22][C:21]1[CH:20]=[C:19]([C:23](=[O:33])[NH:24][CH2:25][C:26]2[CH:31]=[CH:30][CH:29]=[C:28]([OH:32])[CH:27]=2)[S:18][C:17]=1[C:15]([NH:14][C@@H:4]([CH2:5][NH:6][C:7]([C:9]1[S:10][CH:11]=[CH:12][CH:13]=1)=[O:8])[C:3]([OH:34])=[O:2])=[O:16]. (2) Given the reactants C(NC1C=CC(C2C=C3C(CN([C@@H](C(C)C)C(O)=O)C3=O)=CC=2)=CC=1)(=O)C1C=CC=CC=1.[F:33][C:34]1[CH:66]=[CH:65][CH:64]=[C:63]([C:67]([F:70])([F:69])[F:68])[C:35]=1[C:36]([NH:38][C:39]1[CH:44]=[CH:43][C:42]([C:45]2[CH:53]=[C:52]3[C:48]([CH2:49][N:50]([C@@H:55]([CH:60]([CH3:62])[CH3:61])[C:56]([O:58]C)=[O:57])[C:51]3=[O:54])=[CH:47][CH:46]=2)=[CH:41][CH:40]=1)=[O:37], predict the reaction product. The product is: [F:33][C:34]1[CH:66]=[CH:65][CH:64]=[C:63]([C:67]([F:70])([F:68])[F:69])[C:35]=1[C:36]([NH:38][C:39]1[CH:44]=[CH:43][C:42]([C:45]2[CH:53]=[C:52]3[C:48]([CH2:49][N:50]([C@@H:55]([CH:60]([CH3:62])[CH3:61])[C:56]([OH:58])=[O:57])[C:51]3=[O:54])=[CH:47][CH:46]=2)=[CH:41][CH:40]=1)=[O:37]. (3) Given the reactants CC(C)(OC([NH:7][C@H:8]([C:16]([NH:18][C@H:19]([C:30]([NH:32][CH2:33][CH2:34][CH2:35][CH2:36][CH3:37])=[O:31])[CH2:20][C:21]1[CH:26]=[CH:25][C:24]([N+:27]([O-:29])=[O:28])=[CH:23][CH:22]=1)=[O:17])[CH2:9][C:10]1[CH:15]=[CH:14][CH:13]=[CH:12][CH:11]=1)=O)C.[ClH:39], predict the reaction product. The product is: [ClH:39].[NH2:7][C@H:8]([C:16]([NH:18][C@H:19]([C:30]([NH:32][CH2:33][CH2:34][CH2:35][CH2:36][CH3:37])=[O:31])[CH2:20][C:21]1[CH:22]=[CH:23][C:24]([N+:27]([O-:29])=[O:28])=[CH:25][CH:26]=1)=[O:17])[CH2:9][C:10]1[CH:15]=[CH:14][CH:13]=[CH:12][CH:11]=1.